This data is from Peptide-MHC class I binding affinity with 185,985 pairs from IEDB/IMGT. The task is: Regression. Given a peptide amino acid sequence and an MHC pseudo amino acid sequence, predict their binding affinity value. This is MHC class I binding data. (1) The peptide sequence is ASLPTTIAK. The MHC is HLA-A01:01 with pseudo-sequence HLA-A01:01. The binding affinity (normalized) is 0.0847. (2) The peptide sequence is SSTTSAGPCR. The MHC is HLA-A02:03 with pseudo-sequence HLA-A02:03. The binding affinity (normalized) is 0.118. (3) The peptide sequence is YPGIKVRQL. The MHC is HLA-B54:01 with pseudo-sequence HLA-B54:01. The binding affinity (normalized) is 0. (4) The peptide sequence is FVDGVPFVV. The MHC is HLA-B58:01 with pseudo-sequence HLA-B58:01. The binding affinity (normalized) is 0.0847. (5) The peptide sequence is GRDHVRVTL. The MHC is HLA-A69:01 with pseudo-sequence HLA-A69:01. The binding affinity (normalized) is 0.0847. (6) The peptide sequence is REFLTRNPA. The MHC is HLA-B44:03 with pseudo-sequence HLA-B44:03. The binding affinity (normalized) is 0.288. (7) The peptide sequence is IISLFYTFAI. The MHC is HLA-A02:06 with pseudo-sequence HLA-A02:06. The binding affinity (normalized) is 0.539. (8) The peptide sequence is TGIVSSMHY. The MHC is HLA-A02:12 with pseudo-sequence HLA-A02:12. The binding affinity (normalized) is 0.0847.